This data is from Full USPTO retrosynthesis dataset with 1.9M reactions from patents (1976-2016). The task is: Predict the reactants needed to synthesize the given product. (1) Given the product [Cl:1][C:2]1[CH:3]=[C:4]([C:12]2[O:16][N:15]=[C:14]([CH2:17][NH:19][C:20]3[CH:21]=[CH:22][C:23]([CH2:24][N:25]4[CH2:26][CH:27]([C:29]([OH:31])=[O:30])[CH2:28]4)=[CH:32][CH:33]=3)[CH:13]=2)[CH:5]=[CH:6][C:7]=1[O:8][CH:9]([CH3:10])[CH3:11], predict the reactants needed to synthesize it. The reactants are: [Cl:1][C:2]1[CH:3]=[C:4]([C:12]2[O:16][N:15]=[C:14]([CH:17]=O)[CH:13]=2)[CH:5]=[CH:6][C:7]=1[O:8][CH:9]([CH3:11])[CH3:10].[NH2:19][C:20]1[CH:33]=[CH:32][C:23]([CH2:24][N:25]2[CH2:28][CH:27]([C:29]([OH:31])=[O:30])[CH2:26]2)=[CH:22][CH:21]=1.C(O)(=O)C.C([BH3-])#N. (2) Given the product [CH3:20][O:19][C:17]1[CH:16]=[CH:15][N:14]=[C:13]([N:1]2[C:5]3[CH:6]=[CH:7][CH:8]=[CH:9][C:4]=3[N:3]=[CH:2]2)[N:18]=1, predict the reactants needed to synthesize it. The reactants are: [N:1]1[C:5]2[CH:6]=[CH:7][CH:8]=[CH:9][C:4]=2[NH:3][CH:2]=1.[H-].[Na+].Cl[C:13]1[N:18]=[C:17]([O:19][CH3:20])[CH:16]=[CH:15][N:14]=1. (3) Given the product [NH2:17][C:7]1[N:8]([C:10]2[CH:15]=[CH:14][N:13]=[C:12]([N:22]([CH3:23])[CH2:21][CH2:20][N:19]([CH3:24])[CH3:18])[N:11]=2)[N:9]=[C:5]([C:1]([CH3:4])([CH3:3])[CH3:2])[CH:6]=1, predict the reactants needed to synthesize it. The reactants are: [C:1]([C:5]1[CH:6]=[C:7]([NH2:17])[N:8]([C:10]2[CH:15]=[CH:14][N:13]=[C:12](Cl)[N:11]=2)[N:9]=1)([CH3:4])([CH3:3])[CH3:2].[CH3:18][N:19]([CH3:24])[CH2:20][CH2:21][NH:22][CH3:23]. (4) Given the product [CH3:1][O:2][C:3]1[CH:8]=[CH:7][C:6]([C@H:9]([NH:11][C@H:20]2[C:21]3[N:12]=[CH:13][CH:14]=[CH:15][C:16]=3[CH2:17][CH2:18][CH2:19]2)[CH3:10])=[CH:5][CH:4]=1, predict the reactants needed to synthesize it. The reactants are: [CH3:1][O:2][C:3]1[CH:8]=[CH:7][C:6]([C@H:9]([NH2:11])[CH3:10])=[CH:5][CH:4]=1.[N:12]1[C:21]2[C:20](=O)[CH2:19][CH2:18][CH2:17][C:16]=2[CH:15]=[CH:14][CH:13]=1.C(O)(=O)C.C(O[BH-](OC(=O)C)OC(=O)C)(=O)C.[Na+].C(=O)([O-])[O-].[Na+].[Na+].